From a dataset of Forward reaction prediction with 1.9M reactions from USPTO patents (1976-2016). Predict the product of the given reaction. (1) Given the reactants [CH2:1]([O:8][C:9]1[CH:10]=[C:11]([CH:15]([NH:25][C:26](=[O:32])[O:27][C:28]([CH3:31])([CH3:30])[CH3:29])S(C2C=CC=CC=2)(=O)=O)[CH:12]=[N:13][CH:14]=1)[C:2]1[CH:7]=[CH:6][CH:5]=[CH:4][CH:3]=1.[C:33]([O:40][C:41]([CH3:44])([CH3:43])[CH3:42])(=[O:39])[CH2:34][C:35]([O:37][CH3:38])=[O:36].C(=O)([O-])[O-].[Cs+].[Cs+].FC(F)(F)C1C=C(NC(N[C@@H]2CCCC[C@H]2N(C)C)=S)C=C(C(F)(F)F)C=1, predict the reaction product. The product is: [CH2:1]([O:8][C:9]1[CH:10]=[C:11]([C@@H:15]([NH:25][C:26]([O:27][C:28]([CH3:29])([CH3:30])[CH3:31])=[O:32])[CH:34]([C:35]([O:37][CH3:38])=[O:36])[C:33]([O:40][C:41]([CH3:44])([CH3:42])[CH3:43])=[O:39])[CH:12]=[N:13][CH:14]=1)[C:2]1[CH:3]=[CH:4][CH:5]=[CH:6][CH:7]=1. (2) Given the reactants [Cl:1][C:2]1[CH:10]=[C:9]2[C:5]([CH2:6][C:7](=[O:11])[NH:8]2)=[CH:4][CH:3]=1.[N:12]1[CH:17]=[CH:16][CH:15]=[CH:14][C:13]=1[CH:18]=O, predict the reaction product. The product is: [Cl:1][C:2]1[CH:10]=[C:9]2[C:5](/[C:6](=[CH:18]/[C:13]3[CH:14]=[CH:15][CH:16]=[CH:17][N:12]=3)/[C:7](=[O:11])[NH:8]2)=[CH:4][CH:3]=1. (3) Given the reactants [CH3:1][C:2]1[CH:3]=[C:4]([NH:9][C:10]2[C:15]([C:16]([NH2:18])=[O:17])=[C:14](S(C)=O)[N:13]=[C:12]([S:22][CH2:23][CH3:24])[N:11]=2)[CH:5]=[C:6]([CH3:8])[CH:7]=1.[OH-].[Na+].C1C[O:30][CH2:29]C1, predict the reaction product. The product is: [CH3:1][C:2]1[CH:3]=[C:4]([NH:9][C:10]2[N:11]=[C:12]([S:22][CH2:23][CH3:24])[NH:13][CH:14]([O:30][CH3:29])[C:15]=2[C:16]([NH2:18])=[O:17])[CH:5]=[C:6]([CH3:8])[CH:7]=1. (4) Given the reactants C([O:3][C:4]([CH:6]1[CH2:15][CH2:14][C:9]2([O:13][CH2:12][CH2:11][O:10]2)[CH2:8][CH2:7]1)=O)C.CC(C[AlH]CC(C)C)C.CO.[Cl-].[Na+], predict the reaction product. The product is: [O:10]1[C:9]2([CH2:14][CH2:15][CH:6]([CH:4]=[O:3])[CH2:7][CH2:8]2)[O:13][CH2:12][CH2:11]1. (5) Given the reactants [Cl:1][C:2]1[N:3]=[C:4]2[CH:12]=[CH:11][CH:10]=[N:9][C:5]2=[N:6][C:7]=1Cl.[CH3:13][O-:14].[Na+], predict the reaction product. The product is: [Cl:1][C:2]1[N:3]=[C:4]2[CH:12]=[CH:11][CH:10]=[N:9][C:5]2=[N:6][C:7]=1[O:14][CH3:13]. (6) Given the reactants [CH3:1][O:2][CH2:3][O:4][C:5]1[CH:6]=[CH:7][C:8]2[C@@H:9]3[C@@H:17]([C@H:18]([CH2:22][CH2:23][CH2:24][CH2:25][O:26][CH2:27][CH2:28][O:29][CH2:30][CH2:31][O:32][CH2:33][CH2:34][O:35]CC4C=CC=CC=4)[CH2:19][C:20]=2[CH:21]=1)[C@H:16]1[C@@:12]([CH3:47])([C@@H:13]([O:43][CH2:44][O:45][CH3:46])[CH2:14][CH2:15]1)[CH2:11][CH2:10]3, predict the reaction product. The product is: [CH3:1][O:2][CH2:3][O:4][C:5]1[CH:6]=[CH:7][C:8]2[C@@H:9]3[C@@H:17]([C@H:18]([CH2:22][CH2:23][CH2:24][CH2:25][O:26][CH2:27][CH2:28][O:29][CH2:30][CH2:31][O:32][CH2:33][CH2:34][OH:35])[CH2:19][C:20]=2[CH:21]=1)[C@H:16]1[C@@:12]([CH3:47])([C@@H:13]([O:43][CH2:44][O:45][CH3:46])[CH2:14][CH2:15]1)[CH2:11][CH2:10]3. (7) Given the reactants CC1NC2C(C=1)=CC(OC1C3C(=CC(OCC4CCNCC4)=CC=3)N=CN=1)=CC=2.C(OC([N:37]1[CH2:42][CH2:41][CH:40]([CH2:43][CH2:44][O:45][C:46]2[CH:55]=[C:54]3[C:49]([C:50]([O:56][C:57]4[CH:58]=[C:59]5[C:63](=[CH:64][CH:65]=4)[NH:62][C:61]([CH3:66])=[CH:60]5)=[N:51][CH:52]=[N:53]3)=[CH:48][C:47]=2[O:67][CH3:68])[CH2:39][CH2:38]1)=O)(C)(C)C, predict the reaction product. The product is: [CH3:68][O:67][C:47]1[CH:48]=[C:49]2[C:54](=[CH:55][C:46]=1[O:45][CH2:44][CH2:43][CH:40]1[CH2:41][CH2:42][NH:37][CH2:38][CH2:39]1)[N:53]=[CH:52][N:51]=[C:50]2[O:56][C:57]1[CH:58]=[C:59]2[C:63](=[CH:64][CH:65]=1)[NH:62][C:61]([CH3:66])=[CH:60]2. (8) Given the reactants [CH2:1]([O:8][C:9]1[C:21](=[O:22])[N:13]2[CH2:14][CH:15]3[CH2:20][CH2:19][N:18]([C:12]2=[N:11][C:10]=1[C:23]([O:25]CC)=[O:24])[CH2:17][CH2:16]3)[C:2]1[CH:7]=[CH:6][CH:5]=[CH:4][CH:3]=1.O[Li].O.Cl, predict the reaction product. The product is: [CH2:1]([O:8][C:9]1[C:21](=[O:22])[N:13]2[CH2:14][CH:15]3[CH2:16][CH2:17][N:18]([C:12]2=[N:11][C:10]=1[C:23]([OH:25])=[O:24])[CH2:19][CH2:20]3)[C:2]1[CH:3]=[CH:4][CH:5]=[CH:6][CH:7]=1. (9) Given the reactants [C:1]([O:5][C:6]([N:8]1[CH2:13][CH2:12][CH:11]([C:14]2[N:19]=[C:18]([C:20]3[CH:28]=[CH:27][C:23]([C:24]([OH:26])=O)=[CH:22][CH:21]=3)[C:17]([C:29](=[O:31])[NH2:30])=[CH:16][CH:15]=2)[CH2:10][CH2:9]1)=[O:7])([CH3:4])([CH3:3])[CH3:2].[NH2:32][C:33]1[CH:38]=[CH:37][CH:36]=[CH:35][CH:34]=1.CN(C(ON1N=NC2C=CC=NC1=2)=[N+](C)C)C.F[P-](F)(F)(F)(F)F.CCN(C(C)C)C(C)C, predict the reaction product. The product is: [C:1]([O:5][C:6]([N:8]1[CH2:13][CH2:12][CH:11]([C:14]2[CH:15]=[CH:16][C:17]([C:29](=[O:31])[NH2:30])=[C:18]([C:20]3[CH:28]=[CH:27][C:23]([C:24](=[O:26])[NH:32][C:33]4[CH:38]=[CH:37][CH:36]=[CH:35][CH:34]=4)=[CH:22][CH:21]=3)[N:19]=2)[CH2:10][CH2:9]1)=[O:7])([CH3:4])([CH3:3])[CH3:2].